Dataset: Forward reaction prediction with 1.9M reactions from USPTO patents (1976-2016). Task: Predict the product of the given reaction. (1) Given the reactants [I:1][C:2]1[C:10]2[C:5](=[N:6][C:7]([CH3:11])=[N:8][CH:9]=2)[NH:4][N:3]=1.C(=O)([O-])[O-].[Cs+].[Cs+].[F:18][C:19]1[CH:26]=[CH:25][CH:24]=[CH:23][C:20]=1[CH2:21]Br, predict the reaction product. The product is: [F:18][C:19]1[CH:26]=[CH:25][CH:24]=[CH:23][C:20]=1[CH2:21][N:4]1[C:5]2=[N:6][C:7]([CH3:11])=[N:8][CH:9]=[C:10]2[C:2]([I:1])=[N:3]1. (2) Given the reactants [C:1]([C:3]1[C:7](=[O:8])[CH2:6][S:5][C:4]=1[NH:9][C:10](=[O:13])[O:11][CH3:12])#[N:2].[F:14][C:15]([F:28])([F:27])[S:16](O[S:16]([C:15]([F:28])([F:27])[F:14])(=[O:18])=[O:17])(=[O:18])=[O:17], predict the reaction product. The product is: [F:14][C:15]([F:28])([F:27])[S:16]([O:8][C:7]1[C:3]([C:1]#[N:2])=[C:4]([NH:9][C:10]([O:11][CH3:12])=[O:13])[S:5][CH:6]=1)(=[O:18])=[O:17].